Dataset: Full USPTO retrosynthesis dataset with 1.9M reactions from patents (1976-2016). Task: Predict the reactants needed to synthesize the given product. (1) Given the product [NH2:1][C:2]1[C:3]([C:9]([NH:14][NH2:15])=[O:11])=[N:4][C:5]([Br:8])=[CH:6][N:7]=1, predict the reactants needed to synthesize it. The reactants are: [NH2:1][C:2]1[C:3]([C:9]([O:11]C)=O)=[N:4][C:5]([Br:8])=[CH:6][N:7]=1.O.[NH2:14][NH2:15]. (2) Given the product [Cl:22][C:19]1[CH:20]=[CH:21][C:16]([C:8]2[C:7]([CH2:6][O:5][C:28]3[CH:27]=[CH:26][C:25]([CH2:32][CH2:33][C:34]([O:36][CH2:37][CH3:38])=[O:35])=[C:24]([F:23])[C:29]=3[F:30])=[C:11]([C:12]([F:15])([F:14])[F:13])[S:10][N:9]=2)=[CH:17][CH:18]=1, predict the reactants needed to synthesize it. The reactants are: CS([O:5][CH2:6][C:7]1[C:8]([C:16]2[CH:21]=[CH:20][C:19]([Cl:22])=[CH:18][CH:17]=2)=[N:9][S:10][C:11]=1[C:12]([F:15])([F:14])[F:13])(=O)=O.[F:23][C:24]1[C:29]([F:30])=[C:28](O)[CH:27]=[CH:26][C:25]=1[CH2:32][CH2:33][C:34]([O:36][CH2:37][CH3:38])=[O:35].C(=O)([O-])[O-].[K+].[K+].